From a dataset of Forward reaction prediction with 1.9M reactions from USPTO patents (1976-2016). Predict the product of the given reaction. (1) The product is: [CH3:1][N:2]([CH3:3])[C:9]1[CH:10]=[CH:11][C:12]2[N:13]([C:15]([CH2:18][C:19]3[CH:20]=[C:21]4[C:26](=[CH:27][CH:28]=3)[N:25]=[CH:24][C:23]([C:29]3[CH:30]=[N:31][N:32]([CH3:34])[CH:33]=3)=[CH:22]4)=[N:16][N:17]=2)[N:14]=1. Given the reactants [CH3:1][NH:2][CH3:3].CS(C)=O.Cl[C:9]1[CH:10]=[CH:11][C:12]2[N:13]([C:15]([CH2:18][C:19]3[CH:20]=[C:21]4[C:26](=[CH:27][CH:28]=3)[N:25]=[CH:24][C:23]([C:29]3[CH:30]=[N:31][N:32]([CH3:34])[CH:33]=3)=[CH:22]4)=[N:16][N:17]=2)[N:14]=1, predict the reaction product. (2) The product is: [F:32][C:14]1([F:13])[CH2:15][CH2:16][C:17]([CH2:30][NH:31][C:6](=[O:8])[C:5]2[CH:9]=[CH:10][CH:11]=[C:3]([O:2][CH3:1])[C:4]=2[CH3:12])([C:20]2[CH:21]=[N:22][C:23]([C:26]([F:27])([F:28])[F:29])=[CH:24][CH:25]=2)[CH2:18][CH2:19]1. Given the reactants [CH3:1][O:2][C:3]1[C:4]([CH3:12])=[C:5]([CH:9]=[CH:10][CH:11]=1)[C:6]([OH:8])=O.[F:13][C:14]1([F:32])[CH2:19][CH2:18][C:17]([CH2:30][NH2:31])([C:20]2[CH:21]=[N:22][C:23]([C:26]([F:29])([F:28])[F:27])=[CH:24][CH:25]=2)[CH2:16][CH2:15]1, predict the reaction product. (3) Given the reactants CN(C)[CH:3]=[O:4].P(Cl)(Cl)(Cl)=[O:7].[S:11]1C=[CH:14][CH:13]=[C:12]1[C:16]([C:18]1[CH:23]=[CH:22][C:21]([N:24]([C:33]2[CH:38]=[CH:37][C:36]([C:39]([C:41]3[S:42][CH:43]=[CH:44][CH:45]=3)=[CH2:40])=[CH:35][CH:34]=2)[C:25]2[CH:30]=[CH:29][C:28]([O:31][CH3:32])=[CH:27][CH:26]=2)=[CH:20][CH:19]=1)=[CH2:17].Cl[CH2:47][CH2:48]Cl, predict the reaction product. The product is: [CH:3]([C:43]1[S:42][C:41]([C:39]([C:36]2[CH:35]=[CH:34][C:33]([N:24]([C:21]3[CH:22]=[CH:23][C:18]([C:16]([C:12]4[S:11][C:47]([CH:48]=[O:7])=[CH:14][CH:13]=4)=[CH2:17])=[CH:19][CH:20]=3)[C:25]3[CH:26]=[CH:27][C:28]([O:31][CH3:32])=[CH:29][CH:30]=3)=[CH:38][CH:37]=2)=[CH2:40])=[CH:45][CH:44]=1)=[O:4]. (4) Given the reactants [Cl:1][C:2]1[C:11]2[C:6](=[CH:7][C:8]([O:16][CH3:17])=[C:9]([O:12][C:13](=[O:15])[CH3:14])[CH:10]=2)[N:5]=[CH:4][N:3]=1.[CH3:18][C:19]([C:21]1[CH:26]=[CH:25][CH:24]=[C:23]([NH2:27])[CH:22]=1)=[O:20], predict the reaction product. The product is: [ClH:1].[C:19]([C:21]1[CH:22]=[C:23]([NH:27][C:2]2[C:11]3[C:6](=[CH:7][C:8]([O:16][CH3:17])=[C:9]([O:12][C:13](=[O:15])[CH3:14])[CH:10]=3)[N:5]=[CH:4][N:3]=2)[CH:24]=[CH:25][CH:26]=1)(=[O:20])[CH3:18]. (5) Given the reactants C1(P(C2C=CC=CC=2)C2C=CC=CC=2)C=CC=CC=1.N(C(OCC)=O)=NC(OCC)=O.[OH:32][C@H:33]([C:54]1[CH:59]=[CH:58][CH:57]=[CH:56][CH:55]=1)[CH2:34][CH2:35][N:36]1[CH2:41][CH2:40][CH:39]([C:42]2[CH:43]=[C:44]([NH:48][C:49](=[O:53])[CH:50]([CH3:52])[CH3:51])[CH:45]=[CH:46][CH:47]=2)[CH2:38][CH2:37]1.[CH3:60][O:61][C:62]1[CH:63]=[C:64](O)[CH:65]=[CH:66][C:67]=1[O:68][CH3:69], predict the reaction product. The product is: [CH3:60][O:61][C:62]1[CH:63]=[C:64]([CH:65]=[CH:66][C:67]=1[O:68][CH3:69])[O:32][C@@H:33]([C:54]1[CH:55]=[CH:56][CH:57]=[CH:58][CH:59]=1)[CH2:34][CH2:35][N:36]1[CH2:41][CH2:40][CH:39]([C:42]2[CH:43]=[C:44]([NH:48][C:49](=[O:53])[CH:50]([CH3:52])[CH3:51])[CH:45]=[CH:46][CH:47]=2)[CH2:38][CH2:37]1.